Dataset: NCI-60 drug combinations with 297,098 pairs across 59 cell lines. Task: Regression. Given two drug SMILES strings and cell line genomic features, predict the synergy score measuring deviation from expected non-interaction effect. (1) Drug 1: CC1=C(C=C(C=C1)C(=O)NC2=CC(=CC(=C2)C(F)(F)F)N3C=C(N=C3)C)NC4=NC=CC(=N4)C5=CN=CC=C5. Drug 2: CC12CCC3C(C1CCC2O)C(CC4=C3C=CC(=C4)O)CCCCCCCCCS(=O)CCCC(C(F)(F)F)(F)F. Cell line: RXF 393. Synergy scores: CSS=-3.25, Synergy_ZIP=-0.205, Synergy_Bliss=-4.01, Synergy_Loewe=-5.64, Synergy_HSA=-5.19. (2) Drug 1: CCC1(C2=C(COC1=O)C(=O)N3CC4=CC5=C(C=CC(=C5CN(C)C)O)N=C4C3=C2)O.Cl. Drug 2: CC12CCC3C(C1CCC2OP(=O)(O)O)CCC4=C3C=CC(=C4)OC(=O)N(CCCl)CCCl.[Na+]. Cell line: NCI-H322M. Synergy scores: CSS=8.87, Synergy_ZIP=-6.66, Synergy_Bliss=-2.47, Synergy_Loewe=-4.52, Synergy_HSA=-2.12. (3) Drug 1: CC1C(C(CC(O1)OC2CC(CC3=C2C(=C4C(=C3O)C(=O)C5=C(C4=O)C(=CC=C5)OC)O)(C(=O)CO)O)N)O.Cl. Drug 2: COC1=C2C(=CC3=C1OC=C3)C=CC(=O)O2. Cell line: NCI-H226. Synergy scores: CSS=-2.49, Synergy_ZIP=0.854, Synergy_Bliss=-1.45, Synergy_Loewe=-4.12, Synergy_HSA=-3.83. (4) Drug 1: C1=C(C(=O)NC(=O)N1)F. Drug 2: COCCOC1=C(C=C2C(=C1)C(=NC=N2)NC3=CC=CC(=C3)C#C)OCCOC.Cl. Cell line: A498. Synergy scores: CSS=52.0, Synergy_ZIP=-6.52, Synergy_Bliss=-8.43, Synergy_Loewe=-2.80, Synergy_HSA=-1.77. (5) Drug 1: C(CCl)NC(=O)N(CCCl)N=O. Drug 2: CC1C(C(CC(O1)OC2CC(CC3=C2C(=C4C(=C3O)C(=O)C5=CC=CC=C5C4=O)O)(C(=O)C)O)N)O. Cell line: OVCAR-4. Synergy scores: CSS=23.7, Synergy_ZIP=-1.46, Synergy_Bliss=-0.749, Synergy_Loewe=-28.1, Synergy_HSA=1.65. (6) Drug 1: CC1CCC2CC(C(=CC=CC=CC(CC(C(=O)C(C(C(=CC(C(=O)CC(OC(=O)C3CCCCN3C(=O)C(=O)C1(O2)O)C(C)CC4CCC(C(C4)OC)OCCO)C)C)O)OC)C)C)C)OC. Drug 2: CCN(CC)CCNC(=O)C1=C(NC(=C1C)C=C2C3=C(C=CC(=C3)F)NC2=O)C. Cell line: SK-MEL-5. Synergy scores: CSS=-5.49, Synergy_ZIP=1.46, Synergy_Bliss=-2.90, Synergy_Loewe=-4.36, Synergy_HSA=-5.74. (7) Drug 1: COC1=C(C=C2C(=C1)N=CN=C2NC3=CC(=C(C=C3)F)Cl)OCCCN4CCOCC4. Drug 2: CCCCC(=O)OCC(=O)C1(CC(C2=C(C1)C(=C3C(=C2O)C(=O)C4=C(C3=O)C=CC=C4OC)O)OC5CC(C(C(O5)C)O)NC(=O)C(F)(F)F)O. Cell line: SF-539. Synergy scores: CSS=9.56, Synergy_ZIP=-4.02, Synergy_Bliss=-2.27, Synergy_Loewe=0.533, Synergy_HSA=0.384. (8) Drug 1: CC1C(C(CC(O1)OC2CC(CC3=C2C(=C4C(=C3O)C(=O)C5=C(C4=O)C(=CC=C5)OC)O)(C(=O)C)O)N)O.Cl. Drug 2: COCCOC1=C(C=C2C(=C1)C(=NC=N2)NC3=CC=CC(=C3)C#C)OCCOC.Cl. Cell line: SF-268. Synergy scores: CSS=19.9, Synergy_ZIP=-3.07, Synergy_Bliss=4.67, Synergy_Loewe=-3.67, Synergy_HSA=1.63. (9) Drug 1: CN(C)C1=NC(=NC(=N1)N(C)C)N(C)C. Drug 2: C1C(C(OC1N2C=C(C(=O)NC2=O)F)CO)O. Cell line: CCRF-CEM. Synergy scores: CSS=57.7, Synergy_ZIP=2.18, Synergy_Bliss=0.925, Synergy_Loewe=-20.1, Synergy_HSA=0.0206.